From a dataset of Reaction yield outcomes from USPTO patents with 853,638 reactions. Predict the reaction yield, written as a fraction of the theoretical maximum amount of product (1.0 means a 100% yield; for example, 0.34 means a 34% yield). (1) The reactants are C[O:2][C:3]1[N:8]=[C:7]([CH2:9][CH2:10][C:11]2[CH:16]=[CH:15][CH:14]=[CH:13][CH:12]=2)[CH:6]=[CH:5][N:4]=1. The catalyst is Cl. The product is [CH2:9]([C:7]1[CH:6]=[CH:5][NH:4][C:3](=[O:2])[N:8]=1)[CH2:10][C:11]1[CH:12]=[CH:13][CH:14]=[CH:15][CH:16]=1. The yield is 0.740. (2) The reactants are [Br:1][C:2]1[CH:7]=[CH:6][C:5]([N+:8]([O-:10])=[O:9])=[CH:4][C:3]=1[OH:11].[CH3:12][O:13][CH2:14][CH2:15]Br.CCOC(C)=O. The catalyst is CN(C=O)C.[I-].[K+]. The product is [Br:1][C:2]1[CH:7]=[CH:6][C:5]([N+:8]([O-:10])=[O:9])=[CH:4][C:3]=1[O:11][CH2:15][CH2:14][O:13][CH3:12]. The yield is 0.910.